Dataset: NCI-60 drug combinations with 297,098 pairs across 59 cell lines. Task: Regression. Given two drug SMILES strings and cell line genomic features, predict the synergy score measuring deviation from expected non-interaction effect. Drug 1: C1CCN(CC1)CCOC2=CC=C(C=C2)C(=O)C3=C(SC4=C3C=CC(=C4)O)C5=CC=C(C=C5)O. Drug 2: CN(C)N=NC1=C(NC=N1)C(=O)N. Cell line: SW-620. Synergy scores: CSS=-3.92, Synergy_ZIP=0.592, Synergy_Bliss=0.762, Synergy_Loewe=-3.72, Synergy_HSA=-3.12.